Dataset: Forward reaction prediction with 1.9M reactions from USPTO patents (1976-2016). Task: Predict the product of the given reaction. Given the reactants [Cl:1][C:2]1[CH:7]=[CH:6][N:5]=[C:4]([CH:8]=O)[CH:3]=1.[CH3:10][C:11]([S@:14]([NH2:16])=[O:15])([CH3:13])[CH3:12].C([O-])([O-])=O.[Cs+].[Cs+], predict the reaction product. The product is: [Cl:1][C:2]1[CH:7]=[CH:6][N:5]=[C:4]([CH:8]=[N:16][S@@:14]([C:11]([CH3:13])([CH3:12])[CH3:10])=[O:15])[CH:3]=1.